From a dataset of Reaction yield outcomes from USPTO patents with 853,638 reactions. Predict the reaction yield, written as a fraction of the theoretical maximum amount of product (1.0 means a 100% yield; for example, 0.34 means a 34% yield). (1) The reactants are [H-].[Na+].[CH3:3][C:4]1([CH2:8][OH:9])[CH2:7][O:6][CH2:5]1.[CH:10]([CH:13]1[C:18]2[N:19]=[CH:20][NH:21][C:17]=2[CH2:16][CH2:15][N:14]1[C:22](OCC(Cl)(Cl)Cl)=[O:23])([CH3:12])[CH3:11]. The catalyst is C1COCC1. The product is [CH:10]([CH:13]1[C:18]2[N:19]=[CH:20][NH:21][C:17]=2[CH2:16][CH2:15][N:14]1[C:22]([O:9][CH2:8][C:4]1([CH3:3])[CH2:7][O:6][CH2:5]1)=[O:23])([CH3:12])[CH3:11]. The yield is 0.0580. (2) The reactants are [Br:1][C:2]1[CH:8]=[CH:7][C:5]([NH2:6])=[C:4]([F:9])[CH:3]=1.C[Si]([N-][Si](C)(C)C)(C)C.[Na+].[C:20](O[C:20]([O:22][C:23]([CH3:26])([CH3:25])[CH3:24])=[O:21])([O:22][C:23]([CH3:26])([CH3:25])[CH3:24])=[O:21].C([O-])(O)=O.[Na+]. The catalyst is C1COCC1. The product is [Br:1][C:2]1[CH:8]=[CH:7][C:5]([NH:6][C:20](=[O:21])[O:22][C:23]([CH3:26])([CH3:25])[CH3:24])=[C:4]([F:9])[CH:3]=1. The yield is 0.860. (3) The reactants are [CH:1]1([CH2:4][N:5]2[CH2:30][CH2:29][C@:12]34[C:13]5[C:14]6[O:28][C@H:11]3[C:10]([O:33][CH3:34])([O:31][CH3:32])[CH2:9][CH2:8][C@@:7]4([OH:35])[C@H:6]2[CH2:19][C:18]=5[CH:17]=[CH:16][C:15]=6[O:20][CH2:21][C:22]2[CH:27]=[CH:26][CH:25]=[CH:24][CH:23]=2)[CH2:3][CH2:2]1.[H-].[Na+].[CH:38]1([CH2:41]Br)[CH2:40][CH2:39]1. The catalyst is CS(C)=O. The product is [CH:1]1([CH2:4][N:5]2[CH2:30][CH2:29][C@:12]34[C:13]5[C:14]6[O:28][C@H:11]3[C:10]([O:31][CH3:32])([O:33][CH3:34])[CH2:9][CH2:8][C@@:7]4([O:35][CH2:41][CH:38]3[CH2:40][CH2:39]3)[C@H:6]2[CH2:19][C:18]=5[CH:17]=[CH:16][C:15]=6[O:20][CH2:21][C:22]2[CH:23]=[CH:24][CH:25]=[CH:26][CH:27]=2)[CH2:3][CH2:2]1. The yield is 0.150. (4) The reactants are [C:1]1([NH:11][S:12]([C:15]2[CH:16]=[C:17]([CH:21]=[CH:22][C:23]([OH:25])=O)[CH:18]=[CH:19][CH:20]=2)(=[O:14])=[O:13])[C:10]2[C:5](=[CH:6][CH:7]=[CH:8][CH:9]=2)[CH:4]=[CH:3][CH:2]=1.[Cl:26]CCl. The catalyst is CN(C)C=O. The product is [C:1]1([NH:11][S:12]([C:15]2[CH:16]=[C:17]([CH:21]=[CH:22][C:23]([Cl:26])=[O:25])[CH:18]=[CH:19][CH:20]=2)(=[O:14])=[O:13])[C:10]2[C:5](=[CH:6][CH:7]=[CH:8][CH:9]=2)[CH:4]=[CH:3][CH:2]=1. The yield is 0.990. (5) The reactants are Br[C:2]1[CH:7]=[CH:6][C:5]([CH2:8][C:9]([NH2:11])=[O:10])=[CH:4][CH:3]=1.CC1(C)COB(B2OCC(C)(C)CO2)OC1.C([O-])(=O)C.[K+].Br[C:34]1[CH:35]=[C:36]2[C:40](=[CH:41][C:42]=1[Cl:43])[NH:39][N:38]=[C:37]2[C:44]([OH:46])=[O:45].C(=O)([O-])[O-].[K+].[K+].Cl. The catalyst is O1CCOCC1.C1C=CC(P(C2C=CC=CC=2)[C-]2C=CC=C2)=CC=1.C1C=CC(P(C2C=CC=CC=2)[C-]2C=CC=C2)=CC=1.Cl[Pd]Cl.[Fe+2].O.CCO. The product is [NH2:11][C:9](=[O:10])[CH2:8][C:5]1[CH:6]=[CH:7][C:2]([C:34]2[CH:35]=[C:36]3[C:40](=[CH:41][C:42]=2[Cl:43])[NH:39][N:38]=[C:37]3[C:44]([OH:46])=[O:45])=[CH:3][CH:4]=1. The yield is 0.0300.